This data is from Reaction yield outcomes from USPTO patents with 853,638 reactions. The task is: Predict the reaction yield, written as a fraction of the theoretical maximum amount of product (1.0 means a 100% yield; for example, 0.34 means a 34% yield). (1) The catalyst is CN(C=O)C.C(Cl)(Cl)Cl. The reactants are [NH2:1][C:2]1[NH:6][C:5]2[CH:7]=[CH:8][C:9]([O:11][C:12]3[CH:17]=[CH:16][C:15]([NH:18][C:19]([NH:21][C:22]4[CH:27]=[C:26]([C:28]([F:31])([F:30])[F:29])[CH:25]=[CH:24][C:23]=4[F:32])=[O:20])=[CH:14][CH:13]=3)=[CH:10][C:4]=2[N:3]=1.C(N(CC)CC)C.[CH3:40][S:41](Cl)(=[O:43])=[O:42]. The product is [F:32][C:23]1[CH:24]=[CH:25][C:26]([C:28]([F:31])([F:29])[F:30])=[CH:27][C:22]=1[NH:21][C:19]([NH:18][C:15]1[CH:14]=[CH:13][C:12]([O:11][C:9]2[CH:8]=[CH:7][C:5]3[N:6]([S:41]([CH3:40])(=[O:43])=[O:42])[CH:2]([NH2:1])[NH:3][C:4]=3[CH:10]=2)=[CH:17][CH:16]=1)=[O:20]. The yield is 0.110. (2) The product is [CH3:7][O:8][C:9]1[CH:16]=[CH:15][C:12](/[CH:13]=[CH:20]/[C:21]([NH:23][C:24]2[CH:32]=[CH:31][CH:30]=[CH:29][C:25]=2[C:26]([OH:28])=[O:27])=[O:22])=[CH:11][CH:10]=1. The yield is 0.860. The reactants are N1CCCCC1.[CH3:7][O:8][C:9]1[CH:16]=[CH:15][C:12]([CH:13]=O)=[CH:11][CH:10]=1.C([CH2:20][C:21]([NH:23][C:24]1[CH:32]=[CH:31][CH:30]=[CH:29][C:25]=1[C:26]([OH:28])=[O:27])=[O:22])(O)=O.Cl. The catalyst is C1(C)C=CC=CC=1. (3) The catalyst is CO. The yield is 0.410. The product is [CH3:12][O:11][N:10]([CH2:13][C:14]1[CH:15]=[CH:16][C:17]([C:18](=[O:19])[NH:20][CH3:21])=[CH:22][CH:23]=1)[C:8]([C:7]1[CH2:26][N:28]([CH2:29][CH2:30][N:31]2[CH2:36][CH2:35][O:34][CH2:33][CH2:32]2)[C:4](=[O:24])[C:5]=1[OH:6])=[O:9]. The reactants are CC1(C)[O:6][C:5](=[CH:7][C:8]([N:10]([CH2:13][C:14]2[CH:23]=[CH:22][C:17]([C:18]([NH:20][CH3:21])=[O:19])=[CH:16][CH:15]=2)[O:11][CH3:12])=[O:9])[C:4](=[O:24])O1.[CH2:26]=O.[NH2:28][CH2:29][CH2:30][N:31]1[CH2:36][CH2:35][O:34][CH2:33][CH2:32]1. (4) The reactants are [OH:1][C:2]1[CH:3]=[CH:4][C:5]2[C:9]([CH2:10][CH2:11][C:12]([O:14][CH2:15][CH3:16])=[O:13])=[CH:8][S:7][C:6]=2[CH:17]=1.[C:18]([O:22][C:23]([N:25]1[C:34]2[C:29](=[CH:30][CH:31]=[C:32]([CH2:35][CH2:36]O)[N:33]=2)[CH2:28][CH2:27][CH2:26]1)=[O:24])([CH3:21])([CH3:20])[CH3:19].C1(P(C2C=CC=CC=2)C2C=CC=CC=2)C=CC=CC=1.N(C(OC(C)C)=O)=NC(OC(C)C)=O. The catalyst is C1COCC1. The product is [C:18]([O:22][C:23]([N:25]1[C:34]2[C:29](=[CH:30][CH:31]=[C:32]([CH2:35][CH2:36][O:1][C:2]3[CH:3]=[CH:4][C:5]4[C:9]([CH2:10][CH2:11][C:12]([O:14][CH2:15][CH3:16])=[O:13])=[CH:8][S:7][C:6]=4[CH:17]=3)[N:33]=2)[CH2:28][CH2:27][CH2:26]1)=[O:24])([CH3:21])([CH3:20])[CH3:19]. The yield is 0.800.